Dataset: Orexin1 receptor HTS with 218,158 compounds and 233 confirmed actives. Task: Binary Classification. Given a drug SMILES string, predict its activity (active/inactive) in a high-throughput screening assay against a specified biological target. (1) The result is 0 (inactive). The drug is Clc1ccc(S(=O)(=O)/N=C\N(C)C)cc1. (2) The drug is s1c(CCNC(=O)Cn2nc(n3c(cc4c3cccc4)c2=O)C)ccc1. The result is 0 (inactive).